The task is: Predict the reactants needed to synthesize the given product.. This data is from Full USPTO retrosynthesis dataset with 1.9M reactions from patents (1976-2016). (1) Given the product [CH3:7][O:8][C:9]1[CH:14]=[CH:13][C:12]([C:15]2[CH:20]=[CH:19][C:18]([S:21]([Cl:4])(=[O:24])=[O:22])=[CH:17][CH:16]=2)=[CH:11][CH:10]=1, predict the reactants needed to synthesize it. The reactants are: C(Cl)(=O)C([Cl:4])=O.[CH3:7][O:8][C:9]1[CH:14]=[CH:13][C:12]([C:15]2[CH:20]=[CH:19][C:18]([S:21]([OH:24])(=O)=[O:22])=[CH:17][CH:16]=2)=[CH:11][CH:10]=1.CN(C=O)C.Cl. (2) Given the product [Cl:19][CH2:11][C:8]1[CH:9]=[CH:10][C:5]([O:4][CH:1]([CH3:3])[CH3:2])=[C:6]([C:13]([F:16])([F:15])[F:14])[CH:7]=1, predict the reactants needed to synthesize it. The reactants are: [CH:1]([O:4][C:5]1[CH:10]=[CH:9][C:8]([CH2:11]O)=[CH:7][C:6]=1[C:13]([F:16])([F:15])[F:14])([CH3:3])[CH3:2].S(Cl)([Cl:19])=O. (3) Given the product [NH2:12][CH2:11][C@@H:10]([NH:9][C:7]([C:5]1[S:6][C:2]([Cl:1])=[C:3]([C:31]2[N:35]([CH3:36])[N:34]=[CH:33][C:32]=2[Cl:37])[CH:4]=1)=[O:8])[CH2:20][C:21]1[CH:26]=[CH:25][CH:24]=[CH:23][C:22]=1[C:27]([F:30])([F:29])[F:28], predict the reactants needed to synthesize it. The reactants are: [Cl:1][C:2]1[S:6][C:5]([C:7]([NH:9][C@@H:10]([CH2:20][C:21]2[CH:26]=[CH:25][CH:24]=[CH:23][C:22]=2[C:27]([F:30])([F:29])[F:28])[CH2:11][NH:12]C(=O)OC(C)(C)C)=[O:8])=[CH:4][C:3]=1[C:31]1[N:35]([CH3:36])[N:34]=[CH:33][C:32]=1[Cl:37]. (4) Given the product [CH3:49][N:48]([C:45]1[CH:44]=[CH:43][C:42]([CH:41]=[CH:40][C:37]2[CH:38]=[CH:39][C:34]([CH:33]=[CH:32][C:25]3[C:26]4[C:31]([C:18]([CH:17]=[CH:16][C:15]5[CH:14]=[CH:13][C:12]([CH:11]=[CH:10][C:9]6[CH:8]=[CH:7][C:6]([N:2]([CH2:3][CH2:4][O:5][C:57](=[O:64])[C:58]7[CH:63]=[CH:62][CH:61]=[CH:60][CH:59]=7)[CH3:1])=[CH:56][CH:55]=6)=[CH:54][CH:53]=5)=[C:19]5[C:24]=3[CH:23]=[CH:22][CH:21]=[CH:20]5)=[CH:30][CH:29]=[CH:28][CH:27]=4)=[CH:35][CH:36]=2)=[CH:47][CH:46]=1)[CH2:50][CH2:51][O:52][C:57](=[O:64])[C:58]1[CH:63]=[CH:62][CH:61]=[CH:60][CH:59]=1, predict the reactants needed to synthesize it. The reactants are: [CH3:1][N:2]([C:6]1[CH:56]=[CH:55][C:9]([CH:10]=[CH:11][C:12]2[CH:54]=[CH:53][C:15]([CH:16]=[CH:17][C:18]3[C:19]4[C:24]([C:25]([CH:32]=[CH:33][C:34]5[CH:39]=[CH:38][C:37]([CH:40]=[CH:41][C:42]6[CH:47]=[CH:46][C:45]([N:48]([CH2:50][CH2:51][OH:52])[CH3:49])=[CH:44][CH:43]=6)=[CH:36][CH:35]=5)=[C:26]5[C:31]=3[CH:30]=[CH:29][CH:28]=[CH:27]5)=[CH:23][CH:22]=[CH:21][CH:20]=4)=[CH:14][CH:13]=2)=[CH:8][CH:7]=1)[CH2:3][CH2:4][OH:5].[C:57](Cl)(=[O:64])[C:58]1[CH:63]=[CH:62][CH:61]=[CH:60][CH:59]=1. (5) Given the product [C:21]([NH:24][C:25]1[CH:30]=[CH:29][C:28]([C:2]2[CH:3]=[CH:4][N:5]3[C:10]([C:11]=2[CH3:12])=[C:9]([CH:13]2[CH2:15][CH2:14]2)[CH:8]=[C:7]([C:16]([O:18][CH3:19])=[O:17])[C:6]3=[O:20])=[CH:27][CH:26]=1)(=[O:23])[CH3:22], predict the reactants needed to synthesize it. The reactants are: Cl[C:2]1[CH:3]=[CH:4][N:5]2[C:10]([C:11]=1[CH3:12])=[C:9]([CH:13]1[CH2:15][CH2:14]1)[CH:8]=[C:7]([C:16]([O:18][CH3:19])=[O:17])[C:6]2=[O:20].[C:21]([NH:24][C:25]1[CH:30]=[CH:29][C:28](B(O)O)=[CH:27][CH:26]=1)(=[O:23])[CH3:22]. (6) Given the product [CH2:22]([N:20]([CH3:21])[C:18](=[O:19])[C:17]1[CH:26]=[C:27]([C:38]([N:40]2[CH2:48][C:47]3[C:42](=[CH:43][CH:44]=[C:45]([O:49][CH2:50][CH2:51][N:52]4[CH2:57][CH2:56][NH:55][C:54](=[O:58])[CH2:53]4)[CH:46]=3)[CH2:41]2)=[O:39])[CH:28]=[CH:29][CH:16]=1)[CH2:23][CH2:24][CH3:25], predict the reactants needed to synthesize it. The reactants are: N1CCNCC1=O.C(O[C:16]1[CH:29]=[C:28](OCC2C=CC=CC=2)[C:27]([C:38]([N:40]2[CH2:48][C:47]3[C:42](=[CH:43][CH:44]=[C:45]([O:49][CH2:50][CH2:51][N:52]4[CH2:57][CH2:56][NH:55][C:54](=[O:58])[CH2:53]4)[CH:46]=3)[CH2:41]2)=[O:39])=[CH:26][C:17]=1[C:18]([N:20]([CH2:22][CH2:23][CH2:24][CH3:25])[CH3:21])=[O:19])C1C=CC=CC=1.